Dataset: Full USPTO retrosynthesis dataset with 1.9M reactions from patents (1976-2016). Task: Predict the reactants needed to synthesize the given product. (1) Given the product [CH3:16][O:17][C:18]([C:20]1[N:21]([CH2:26][C:27]2[CH:32]=[C:31]([F:33])[C:30]([F:34])=[C:29]([F:35])[CH:28]=2)[N:22]=[C:23]([NH:25][C:2]2[CH:3]=[CH:4][C:5]([N:10]3[CH:14]=[C:13]([CH3:15])[N:12]=[CH:11]3)=[C:6]([C:7]#[N:8])[CH:9]=2)[CH:24]=1)=[O:19], predict the reactants needed to synthesize it. The reactants are: Br[C:2]1[CH:3]=[CH:4][C:5]([N:10]2[CH:14]=[C:13]([CH3:15])[N:12]=[CH:11]2)=[C:6]([CH:9]=1)[C:7]#[N:8].[CH3:16][O:17][C:18]([C:20]1[N:21]([CH2:26][C:27]2[CH:32]=[C:31]([F:33])[C:30]([F:34])=[C:29]([F:35])[CH:28]=2)[N:22]=[C:23]([NH2:25])[CH:24]=1)=[O:19]. (2) Given the product [CH:1]1([C:4]2[N:8]=[C:7]([C:9]3[C:10]4[CH2:28][CH2:27][C:26]([F:29])([F:30])[CH2:25][C:11]=4[S:12][C:13]=3[NH:14][C:15]([C:17]3[CH2:21][CH2:20][CH2:31][CH2:19][C:18]=3[C:22]([OH:24])=[O:23])=[O:16])[O:6][N:5]=2)[CH2:3][CH2:2]1, predict the reactants needed to synthesize it. The reactants are: [CH:1]1([C:4]2[N:8]=[C:7]([C:9]3[C:10]4[CH2:28][CH2:27][C:26]([F:30])([F:29])[CH2:25][C:11]=4[S:12][C:13]=3[NH:14][C:15]([C:17]3[CH2:21][CH2:20][CH2:19][C:18]=3[C:22]([OH:24])=[O:23])=[O:16])[O:6][N:5]=2)[CH2:3][CH2:2]1.[C:31]12C(=O)OC(=O)C=1CCCC2. (3) Given the product [Cl:9][C:6]1[CH:7]=[CH:8][C:3]([O:2][P:1]([NH:39][C@@H:38]([CH3:40])[C:37]([O:36][CH:33]([CH3:35])[CH3:34])=[O:41])([O:20][C:19]2[C:14]([F:13])=[C:15]([F:24])[C:16]([F:23])=[C:17]([F:22])[C:18]=2[F:21])=[O:10])=[CH:4][CH:5]=1, predict the reactants needed to synthesize it. The reactants are: [P:1](Cl)(Cl)(=[O:10])[O:2][C:3]1[CH:8]=[CH:7][C:6]([Cl:9])=[CH:5][CH:4]=1.[F:13][C:14]1[C:19]([OH:20])=[C:18]([F:21])[C:17]([F:22])=[C:16]([F:23])[C:15]=1[F:24].C(N(CC)CC)C.Cl.[CH:33]([O:36][C:37](=[O:41])[C@H:38]([CH3:40])[NH2:39])([CH3:35])[CH3:34]. (4) Given the product [Cl:1][C:2]1[C:7]([F:8])=[CH:6][C:5]([NH:9][S:16]([C:15]2[S:11][C:12]3[CH:23]=[CH:22][CH:21]=[CH:20][C:13]=3[CH:14]=2)(=[O:18])=[O:17])=[C:4]([NH:10][S:16]([C:15]2[S:11][C:12]3[CH:23]=[CH:22][CH:21]=[CH:20][C:13]=3[CH:14]=2)(=[O:17])=[O:18])[CH:3]=1, predict the reactants needed to synthesize it. The reactants are: [Cl:1][C:2]1[CH:3]=[C:4]([NH2:10])[C:5]([NH2:9])=[CH:6][C:7]=1[F:8].[S:11]1[C:15]([S:16](Cl)(=[O:18])=[O:17])=[CH:14][C:13]2[CH:20]=[CH:21][CH:22]=[CH:23][C:12]1=2. (5) The reactants are: [OH-].[Na+].C([O:5][C:6](=[O:25])[CH2:7][O:8][C:9]1[CH:14]=[CH:13][C:12]([C:15]([F:18])([F:17])[F:16])=[CH:11][C:10]=1[CH:19]1[CH2:24][CH2:23][CH2:22][CH:21]=[CH:20]1)C.Cl. Given the product [CH:19]1([C:10]2[CH:11]=[C:12]([C:15]([F:16])([F:17])[F:18])[CH:13]=[CH:14][C:9]=2[O:8][CH2:7][C:6]([OH:25])=[O:5])[CH2:24][CH2:23][CH2:22][CH:21]=[CH:20]1, predict the reactants needed to synthesize it. (6) Given the product [CH3:1][N:2]1[C:6]([C:7]2[CH:12]=[CH:11][C:10]([O:13][CH2:20][C:21]([F:24])([F:23])[F:22])=[CH:9][CH:8]=2)=[CH:5][CH:4]=[N:3]1, predict the reactants needed to synthesize it. The reactants are: [CH3:1][N:2]1[C:6]([C:7]2[CH:12]=[CH:11][C:10]([OH:13])=[CH:9][CH:8]=2)=[CH:5][CH:4]=[N:3]1.FC(F)(F)S(O[CH2:20][C:21]([F:24])([F:23])[F:22])(=O)=O.C(=O)([O-])[O-].[K+].[K+].C(#N)C. (7) Given the product [CH3:35][CH:36]([CH3:69])[C@H:37]([N:42]1[CH2:50][C:49]2[C:44](=[CH:45][C:46]([C:51]3[CH:52]=[CH:53][C:54]([NH:57][C:58]([NH:60][C:61]4[CH:62]=[C:63]([CH3:67])[CH:64]=[CH:65][CH:66]=4)=[O:59])=[CH:55][CH:56]=3)=[CH:47][CH:48]=2)[C:43]1=[O:68])[C:38]([OH:40])=[O:39], predict the reactants needed to synthesize it. The reactants are: FC1C=CC(NC(=O)NC2C=CC(C3C=C4C(CN([C@@H](C(C)C)C(O)=O)C4=O)=CC=3)=CC=2)=CC=1.[CH3:35][CH:36]([CH3:69])[C@H:37]([N:42]1[CH2:50][C:49]2[C:44](=[CH:45][C:46]([C:51]3[CH:56]=[CH:55][C:54]([NH:57][C:58]([NH:60][C:61]4[CH:62]=[C:63]([CH3:67])[CH:64]=[CH:65][CH:66]=4)=[O:59])=[CH:53][CH:52]=3)=[CH:47][CH:48]=2)[C:43]1=[O:68])[C:38]([O:40]C)=[O:39].